From a dataset of Forward reaction prediction with 1.9M reactions from USPTO patents (1976-2016). Predict the product of the given reaction. (1) Given the reactants [CH2:1]([NH:8][C:9]1[C:18]2[C:13](=[N:14][CH:15]=[N:16][CH:17]=2)[N:12]([O:19]CC2C=CC=CC=2)[C:11](=[O:27])[N:10]=1)[C:2]1[CH:7]=[CH:6][CH:5]=[CH:4][CH:3]=1.CO.[H][H], predict the reaction product. The product is: [CH2:1]([NH:8][C:9]1[C:18]2[C:13](=[N:14][CH:15]=[N:16][CH:17]=2)[N:12]([OH:19])[C:11](=[O:27])[N:10]=1)[C:2]1[CH:7]=[CH:6][CH:5]=[CH:4][CH:3]=1. (2) Given the reactants Cl.[Cl:2][C:3]1[N:7]([CH3:8])[CH:6]=[N:5][C:4]=1[CH2:9]Cl.[CH3:11][C:12]1[N:17]=[C:16]([SH:18])[N:15]=[C:14]([OH:19])[CH:13]=1.C(=O)([O-])[O-].[K+].[K+], predict the reaction product. The product is: [Cl:2][C:3]1[N:7]([CH3:8])[CH:6]=[N:5][C:4]=1[CH2:9][S:18][C:16]1[N:15]=[C:14]([OH:19])[CH:13]=[C:12]([CH3:11])[N:17]=1. (3) Given the reactants [CH3:1][O:2][C:3](=[O:28])[CH:4]([C:6]1[CH:15]=[CH:14][C:13]2[C:8](=[CH:9][CH:10]=[C:11]([O:16][C:17](=[O:27])[CH2:18][O:19]CC3C=CC=CC=3)[CH:12]=2)[CH:7]=1)[CH3:5], predict the reaction product. The product is: [CH3:1][O:2][C:3](=[O:28])[CH:4]([C:6]1[CH:15]=[CH:14][C:13]2[C:8](=[CH:9][CH:10]=[C:11]([O:16][C:17](=[O:27])[CH2:18][OH:19])[CH:12]=2)[CH:7]=1)[CH3:5]. (4) Given the reactants [C:1]([O:5][C:6]([CH2:8][C:9]1[CH:18]=[CH:17][C:12]([C:13]([O:15][CH3:16])=[O:14])=[CH:11][CH:10]=1)=[O:7])([CH3:4])([CH3:3])[CH3:2].I[CH2:20][CH:21]1[CH2:26][CH2:25][O:24][CH2:23][CH2:22]1, predict the reaction product. The product is: [C:1]([O:5][C:6]([CH:8]([C:9]1[CH:10]=[CH:11][C:12]([C:13]([O:15][CH3:16])=[O:14])=[CH:17][CH:18]=1)[CH2:20][CH:21]1[CH2:26][CH2:25][O:24][CH2:23][CH2:22]1)=[O:7])([CH3:3])([CH3:2])[CH3:4]. (5) Given the reactants ClC1C=C([C:9]2[N:13]3[C:14]4[N:22]=[C:21]([O:23][CH3:24])[CH:20]=[CH:19][C:15]=4[N:16]=[C:17]([CH3:18])[C:12]3=[C:11]([CH3:25])[N:10]=2)C=C(Cl)C=1.[Cl:26][C:27]1[CH:32]=[CH:31][C:30]([O:33][CH2:34][CH3:35])=[CH:29][C:28]=1B(O)O, predict the reaction product. The product is: [Cl:26][C:27]1[CH:32]=[CH:31][C:30]([O:33][CH2:34][CH3:35])=[CH:29][C:28]=1[C:9]1[N:13]2[C:14]3[N:22]=[C:21]([O:23][CH3:24])[CH:20]=[CH:19][C:15]=3[N:16]=[C:17]([CH3:18])[C:12]2=[C:11]([CH3:25])[N:10]=1. (6) The product is: [CH:47]1([NH:44][C:45]([N:1]2[CH2:6][CH2:5][CH:4]([N:7]3[CH:30]=[C:29]4[C:9]([C:10](=[O:34])[NH:11][CH2:12][CH2:13][CH2:14][CH2:15][CH2:16][CH2:17][N:18]5[CH:33]=[C:21]([C:22]6[N:32]=[C:26]([C:27](=[O:31])[NH:28]4)[CH:25]=[CH:24][CH:23]=6)[CH:20]=[N:19]5)=[N:8]3)[CH2:3][CH2:2]2)=[O:46])[CH2:49][CH2:48]1. Given the reactants [NH:1]1[CH2:6][CH2:5][CH:4]([N:7]2[CH:30]=[C:29]3[C:9]([C:10](=[O:34])[NH:11][CH2:12][CH2:13][CH2:14][CH2:15][CH2:16][CH2:17][N:18]4[CH:33]=[C:21]([C:22]5[N:32]=[C:26]([C:27](=[O:31])[NH:28]3)[CH:25]=[CH:24][CH:23]=5)[CH:20]=[N:19]4)=[N:8]2)[CH2:3][CH2:2]1.C(N(C(C)C)C(C)C)C.[N:44]([CH:47]1[CH2:49][CH2:48]1)=[C:45]=[O:46], predict the reaction product.